This data is from Reaction yield outcomes from USPTO patents with 853,638 reactions. The task is: Predict the reaction yield, written as a fraction of the theoretical maximum amount of product (1.0 means a 100% yield; for example, 0.34 means a 34% yield). (1) The reactants are Br[C:2]1[CH:3]=[C:4](/[CH:9]=[CH:10]/[C:11]([NH:13][C:14]2([C:20]([NH:22][CH2:23][CH2:24][C:25]3[C:33]4[C:28](=[CH:29][CH:30]=[C:31]([F:34])[CH:32]=4)[NH:27][CH:26]=3)=[O:21])[CH2:19][CH2:18][NH:17][CH2:16][CH2:15]2)=[O:12])[CH:5]=[CH:6][C:7]=1[F:8]. The catalyst is CO.[OH-].[Pd+2].[OH-]. The product is [F:34][C:31]1[CH:32]=[C:33]2[C:28](=[CH:29][CH:30]=1)[NH:27][CH:26]=[C:25]2[CH2:24][CH2:23][NH:22][C:20]([C:14]1([NH:13][C:11](=[O:12])[CH2:10][CH2:9][C:4]2[CH:5]=[CH:6][C:7]([F:8])=[CH:2][CH:3]=2)[CH2:19][CH2:18][NH:17][CH2:16][CH2:15]1)=[O:21]. The yield is 0.550. (2) The reactants are [CH3:1][C:2]1([CH3:43])[CH2:42][C:5]2[C:6]3[CH2:11][CH2:10][NH:9][CH:8]([C:12]4[C:13]([CH2:39][OH:40])=[C:14]([C:19]5[CH:20]=[C:21]([NH:27][C:28]6[CH:37]=[CH:36][C:35]7[CH2:34][N:33]([CH3:38])[CH2:32][CH2:31][C:30]=7[N:29]=6)[C:22](=[O:26])[N:23]([CH3:25])[CH:24]=5)[CH:15]=[C:16]([F:18])[CH:17]=4)[C:7]=3[S:41][C:4]=2[CH2:3]1.Br[C:45]1C=C(NC2C=CC3CN(CC)CCC=3N=2)C(=O)N(C)C=1. No catalyst specified. The product is [CH3:1][C:2]1([CH3:43])[CH2:42][C:5]2[C:6]3[CH2:11][CH2:10][NH:9][CH:8]([C:12]4[C:13]([CH2:39][OH:40])=[C:14]([C:19]5[CH:20]=[C:21]([NH:27][C:28]6[CH:37]=[CH:36][C:35]7[CH2:34][N:33]([CH2:38][CH3:45])[CH2:32][CH2:31][C:30]=7[N:29]=6)[C:22](=[O:26])[N:23]([CH3:25])[CH:24]=5)[CH:15]=[C:16]([F:18])[CH:17]=4)[C:7]=3[S:41][C:4]=2[CH2:3]1. The yield is 0.280.